From a dataset of Reaction yield outcomes from USPTO patents with 853,638 reactions. Predict the reaction yield, written as a fraction of the theoretical maximum amount of product (1.0 means a 100% yield; for example, 0.34 means a 34% yield). The product is [CH2:29]([O:28][C:26](=[O:27])[NH:25][C@@H:23]([CH3:24])[CH2:22][N:20]1[C:21]2[C:17](=[CH:16][CH:15]=[C:14]3[O:36][C:11]([CH2:9][OH:8])=[CH:12][C:13]3=2)[CH:18]=[N:19]1)[C:30]1[CH:35]=[CH:34][CH:33]=[CH:32][CH:31]=1. The reactants are C([O:8][C:9]([C:11]1[O:36][C:14]2=[CH:15][CH:16]=[C:17]3[C:21]([N:20]([CH2:22][C@@H:23]([NH:25][C:26]([O:28][CH2:29][C:30]4[CH:35]=[CH:34][CH:33]=[CH:32][CH:31]=4)=[O:27])[CH3:24])[N:19]=[CH:18]3)=[C:13]2[CH:12]=1)=O)C1C=CC=CC=1.[Cl-].[Ca+2].[Cl-].[BH4-].[Na+]. The catalyst is C(O)C.C1COCC1. The yield is 0.490.